This data is from Full USPTO retrosynthesis dataset with 1.9M reactions from patents (1976-2016). The task is: Predict the reactants needed to synthesize the given product. Given the product [CH3:1][O:2][C:3]1[CH:4]=[CH:5][C:6]2[N:11]=[CH:10][C:9](=[O:12])[N:8]([C:13]3[CH:14]=[N:15][C:16]4[CH2:17][CH:18]([NH:23][C:24](=[O:30])[O:25][C:26]([CH3:27])([CH3:29])[CH3:28])[CH2:19][CH2:20][C:21]=4[CH:22]=3)[C:7]=2[N:31]=1, predict the reactants needed to synthesize it. The reactants are: [CH3:1][O:2][C:3]1[CH:4]=[CH:5][C:6]2[NH:11][CH2:10][C:9](=[O:12])[N:8]([C:13]3[CH:14]=[N:15][C:16]4[CH2:17][CH:18]([NH:23][C:24](=[O:30])[O:25][C:26]([CH3:29])([CH3:28])[CH3:27])[CH2:19][CH2:20][C:21]=4[CH:22]=3)[C:7]=2[N:31]=1.